Predict the product of the given reaction. From a dataset of Forward reaction prediction with 1.9M reactions from USPTO patents (1976-2016). (1) Given the reactants [N:1]1([C:6]2[N:11]=[CH:10][C:9]([CH2:12]O)=[CH:8][CH:7]=2)[CH:5]=[CH:4][CH:3]=[N:2]1.O=S(Cl)[Cl:16], predict the reaction product. The product is: [Cl:16][CH2:12][C:9]1[CH:8]=[CH:7][C:6]([N:1]2[CH:5]=[CH:4][CH:3]=[N:2]2)=[N:11][CH:10]=1. (2) Given the reactants C(=O)([O-])[O-].[Na+].[Na+].[CH:7]12[CH2:16][CH:11]3[CH2:12][CH:13]([CH2:15][CH:9]([CH2:10]3)[CH:8]1[NH:17][C:18]([C:20]1[C:21](Cl)=[N:22][C:23]([Cl:26])=[N:24][CH:25]=1)=[O:19])[CH2:14]2.[CH2:28]([SH:31])[CH2:29][CH3:30], predict the reaction product. The product is: [CH:9]12[CH2:15][CH:13]3[CH2:12][CH:11]([CH2:16][CH:7]([CH2:14]3)[CH:8]1[NH:17][C:18]([C:20]1[C:21]([S:31][CH2:28][CH2:29][CH3:30])=[N:22][C:23]([Cl:26])=[N:24][CH:25]=1)=[O:19])[CH2:10]2. (3) Given the reactants [CH3:1][N:2]([CH3:22])[C:3]1[CH:4]=[C:5]2[C:9](=[CH:10][CH:11]=1)[C:8](=[C:12]1[C:20]3[C:15](=[CH:16][CH:17]=[CH:18][CH:19]=3)[NH:14][C:13]1=[O:21])[O:7][CH2:6]2.[CH2:23]=O.[NH:25]1[CH2:30][CH2:29][CH2:28][CH2:27][CH2:26]1, predict the reaction product. The product is: [CH3:1][N:2]([CH3:22])[C:3]1[CH:4]=[C:5]2[C:9](=[CH:10][CH:11]=1)[C:8](=[C:12]1[C:20]3[C:15](=[CH:16][CH:17]=[CH:18][CH:19]=3)[N:14]([CH2:23][N:25]3[CH2:30][CH2:29][CH2:28][CH2:27][CH2:26]3)[C:13]1=[O:21])[O:7][CH2:6]2. (4) The product is: [OH:15][C:12]1[CH:11]=[CH:10][C:9]([C:8](=[C:16]2[CH2:17][C:18]([CH3:25])([CH3:24])[CH2:19][C:20]([CH3:23])([CH3:22])[CH2:21]2)[C:5]2[CH:4]=[CH:3][C:2](/[CH:28]=[CH:27]/[C:26]([O:30][CH2:31][CH3:32])=[O:29])=[CH:7][CH:6]=2)=[CH:14][CH:13]=1. Given the reactants Br[C:2]1[CH:7]=[CH:6][C:5]([C:8](=[C:16]2[CH2:21][C:20]([CH3:23])([CH3:22])[CH2:19][C:18]([CH3:25])([CH3:24])[CH2:17]2)[C:9]2[CH:14]=[CH:13][C:12]([OH:15])=[CH:11][CH:10]=2)=[CH:4][CH:3]=1.[C:26]([O:30][CH2:31][CH3:32])(=[O:29])[CH:27]=[CH2:28].CCN(CC)CC, predict the reaction product. (5) Given the reactants C([O:5][C:6](=[O:37])[C:7]([CH3:36])([O:9][C:10]1[CH:35]=[CH:34][C:13]([C:14]([O:16][CH2:17][C:18]2[N:19]=[N:20][N:21]([CH2:23][C:24]3[CH:29]=[CH:28][C:27]([C:30]([CH3:33])([CH3:32])[CH3:31])=[CH:26][CH:25]=3)[CH:22]=2)=[O:15])=[CH:12][CH:11]=1)[CH3:8])(C)(C)C.Cl, predict the reaction product. The product is: [C:30]([C:27]1[CH:26]=[CH:25][C:24]([CH2:23][N:21]2[CH:22]=[C:18]([CH2:17][O:16][C:14]([C:13]3[CH:12]=[CH:11][C:10]([O:9][C:7]([CH3:8])([CH3:36])[C:6]([OH:37])=[O:5])=[CH:35][CH:34]=3)=[O:15])[N:19]=[N:20]2)=[CH:29][CH:28]=1)([CH3:31])([CH3:32])[CH3:33]. (6) Given the reactants [CH:1]1([NH:6][C:7]2[CH:8]=[C:9]([N:29]([CH2:37][CH2:38][C:39]([F:42])([F:41])[F:40])C(=O)OCCCC)[C:10]3[N:11]([C:13]([C:16]4[CH:21]=[CH:20][C:19]([C:22](=[O:27])[NH:23][CH:24]5[CH2:26][CH2:25]5)=[C:18]([CH3:28])[CH:17]=4)=[CH:14][N:15]=3)[N:12]=2)[CH2:5][CH2:4][CH2:3][CH2:2]1.FC(F)(F)C(O)=O.O, predict the reaction product. The product is: [CH:1]1([NH:6][C:7]2[CH:8]=[C:9]([NH:29][CH2:37][CH2:38][C:39]([F:40])([F:41])[F:42])[C:10]3[N:11]([C:13]([C:16]4[CH:21]=[CH:20][C:19]([C:22]([NH:23][CH:24]5[CH2:25][CH2:26]5)=[O:27])=[C:18]([CH3:28])[CH:17]=4)=[CH:14][N:15]=3)[N:12]=2)[CH2:2][CH2:3][CH2:4][CH2:5]1. (7) Given the reactants [CH:1]([C:3]1[CH:12]=[CH:11][C:6]([C:7]([O:9][CH3:10])=[O:8])=[CH:5][CH:4]=1)=O.[N:13]1[CH:18]=[CH:17][CH:16]=[C:15]([CH2:19][CH2:20][NH2:21])[CH:14]=1.[OH:22]/[C:23](=[CH:29]\[C:30](=[O:37])[C:31]1[CH:36]=[CH:35][N:34]=[CH:33][CH:32]=1)/[C:24](OCC)=[O:25], predict the reaction product. The product is: [OH:22][C:23]1[C:24](=[O:25])[N:21]([CH2:20][CH2:19][C:15]2[CH:14]=[N:13][CH:18]=[CH:17][CH:16]=2)[CH:1]([C:3]2[CH:12]=[CH:11][C:6]([C:7]([O:9][CH3:10])=[O:8])=[CH:5][CH:4]=2)[C:29]=1[C:30](=[O:37])[C:31]1[CH:32]=[CH:33][N:34]=[CH:35][CH:36]=1.